This data is from Forward reaction prediction with 1.9M reactions from USPTO patents (1976-2016). The task is: Predict the product of the given reaction. (1) Given the reactants F[C:2]1[CH:7]=[CH:6][C:5]([N+:8]([O-:10])=[O:9])=[CH:4][CH:3]=1.[CH2:11]([NH:14][CH2:15][CH:16]=[CH2:17])[CH:12]=[CH2:13].C([O-])([O-])=O.[K+].[K+].O, predict the reaction product. The product is: [N+:8]([C:5]1[CH:6]=[CH:7][C:2]([N:14]([CH2:15][CH:16]=[CH2:17])[CH2:11][CH:12]=[CH2:13])=[CH:3][CH:4]=1)([O-:10])=[O:9]. (2) Given the reactants [CH3:1][C:2]1[CH:3]=[C:4]([N:9]([CH2:21][CH2:22][C:23]2[CH:24]=[N:25][C:26]([C:29]([F:32])([F:31])[F:30])=[CH:27][CH:28]=2)[C:10](=[O:20])[C:11]([C:13]2[CH:18]=[CH:17][C:16]([F:19])=[CH:15][CH:14]=2)=[O:12])[CH:5]=[CH:6][C:7]=1[CH3:8].[BH4-].[Na+], predict the reaction product. The product is: [CH3:1][C:2]1[CH:3]=[C:4]([N:9]([CH2:21][CH2:22][C:23]2[CH:24]=[N:25][C:26]([C:29]([F:31])([F:32])[F:30])=[CH:27][CH:28]=2)[C:10](=[O:20])[C@H:11]([C:13]2[CH:14]=[CH:15][C:16]([F:19])=[CH:17][CH:18]=2)[OH:12])[CH:5]=[CH:6][C:7]=1[CH3:8]. (3) The product is: [CH3:27][N:28]([C:3]1([OH:1])[CH2:4][CH2:5][N:6]([C:9]2[CH:14]=[CH:13][C:12]([N:15]3[CH2:19][C@H:18]([CH2:20][NH:21][C:22](=[O:24])[CH3:23])[O:17][C:16]3=[O:25])=[CH:11][C:10]=2[F:26])[CH:7]([CH3:8])[CH2:2]1)[CH3:29]. Given the reactants [O:1]1[C:3]2([CH2:8][CH2:7][N:6]([C:9]3[CH:14]=[CH:13][C:12]([N:15]4[CH2:19][C@H:18]([CH2:20][NH:21][C:22](=[O:24])[CH3:23])[O:17][C:16]4=[O:25])=[CH:11][C:10]=3[F:26])[CH2:5][CH2:4]2)[CH2:2]1.[CH3:27][NH:28][CH3:29], predict the reaction product. (4) Given the reactants [OH-:1].[Na+].[C:3]([O:7][C:8]([N:10]1[CH2:15][CH2:14][CH:13]([N:16]([CH2:26][C:27]2[CH:32]=[CH:31][CH:30]=[C:29]([C:33]#[N:34])[CH:28]=2)[C:17]2[CH:18]=[C:19]3[C:23](=[CH:24][CH:25]=2)[NH:22][CH:21]=[CH:20]3)[CH2:12][CH2:11]1)=[O:9])([CH3:6])([CH3:5])[CH3:4], predict the reaction product. The product is: [C:3]([O:7][C:8]([N:10]1[CH2:15][CH2:14][CH:13]([N:16]([CH2:26][C:27]2[CH:32]=[CH:31][CH:30]=[C:29]([C:33](=[O:1])[NH2:34])[CH:28]=2)[C:17]2[CH:18]=[C:19]3[C:23](=[CH:24][CH:25]=2)[NH:22][CH:21]=[CH:20]3)[CH2:12][CH2:11]1)=[O:9])([CH3:6])([CH3:4])[CH3:5]. (5) Given the reactants Cl.[NH2:2][CH:3]1[CH:10]2[CH2:11][C:6]3([C:13]([NH2:15])=[O:14])[CH2:7][CH:8]([CH2:12][CH:4]1[CH2:5]3)[CH2:9]2.CCN(C(C)C)C(C)C.[CH3:25][CH:26]1[CH2:31][N:30]([C:32]2[C:37]([Cl:38])=[CH:36][C:35]([Cl:39])=[CH:34][C:33]=2[Cl:40])[S:29](=[O:42])(=[O:41])[N:28]([CH2:43][C:44](O)=[O:45])[CH2:27]1.C(Cl)CCl.C1C=CC2N(O)N=NC=2C=1, predict the reaction product. The product is: [CH3:25][CH:26]1[CH2:31][N:30]([C:32]2[C:37]([Cl:38])=[CH:36][C:35]([Cl:39])=[CH:34][C:33]=2[Cl:40])[S:29](=[O:42])(=[O:41])[N:28]([CH2:43][C:44]([NH:2][CH:3]2[CH:10]3[CH2:11][C:6]4([C:13]([NH2:15])=[O:14])[CH2:7][CH:8]([CH2:12][CH:4]2[CH2:5]4)[CH2:9]3)=[O:45])[CH2:27]1. (6) Given the reactants [CH3:1][O:2][C:3]1[CH:4]=[C:5]2[C:10](=[CH:11][C:12]=1[O:13][CH3:14])[N:9]=[CH:8][CH:7]=[C:6]2[O:15][C:16]1[C:22]([CH3:23])=[CH:21][C:19]([NH2:20])=[C:18]([CH3:24])[CH:17]=1.Cl[C:26](Cl)([O:28][C:29](=[O:35])OC(Cl)(Cl)Cl)Cl.O[C:38]1[CH:39]=[C:40]([CH:43]=C[CH:45]=1)[C:41]#[N:42].C(=O)(O)[O-].[Na+], predict the reaction product. The product is: [CH3:1][O:2][C:3]1[CH:4]=[C:5]2[C:10](=[CH:11][C:12]=1[O:13][CH3:14])[N:9]=[CH:8][CH:7]=[C:6]2[O:15][C:16]1[C:22]([CH3:23])=[CH:21][C:19]([NH:20][C:29](=[O:35])[O:28][C:26]2[CH:45]=[CH:38][CH:39]=[C:40]([C:41]#[N:42])[CH:43]=2)=[C:18]([CH3:24])[CH:17]=1. (7) Given the reactants Cl.[F:2][C:3]1[CH:4]=[C:5]([N:10]2[C:14]([CH2:15][NH2:16])=[CH:13][C:12]([C:17]([F:20])([F:19])[F:18])=[N:11]2)[CH:6]=[C:7]([F:9])[CH:8]=1.[F:21][C:22]1[CH:23]=[C:24]([CH:33]([CH3:37])[C:34](O)=[O:35])[CH:25]=[CH:26][C:27]=1[CH2:28][O:29][CH2:30][CH2:31][OH:32].C1C=CC2N(O)N=NC=2C=1.CN(C(ON1N=NC2C=CC=CC1=2)=[N+](C)C)C.[B-](F)(F)(F)F.CCN(C(C)C)C(C)C, predict the reaction product. The product is: [F:2][C:3]1[CH:4]=[C:5]([N:10]2[C:14]([CH2:15][NH:16][C:34](=[O:35])[CH:33]([C:24]3[CH:25]=[CH:26][C:27]([CH2:28][O:29][CH2:30][CH2:31][OH:32])=[C:22]([F:21])[CH:23]=3)[CH3:37])=[CH:13][C:12]([C:17]([F:18])([F:20])[F:19])=[N:11]2)[CH:6]=[C:7]([F:9])[CH:8]=1. (8) The product is: [CH3:40][S:41]([CH2:44][CH2:45][N:9]1[CH2:8][CH2:12][N:11]([CH:20]=[O:21])[CH2:10][CH2:23]1)(=[O:43])=[O:42]. Given the reactants ClC1C=CC([CH:8]2[CH:12](C3C=CC(Cl)=CC=3)[N:11]([C:20](Cl)=[O:21])[C:10]([C:23]3C=CC(C(C)(C)COC)=CC=3OCC)=[N:9]2)=CC=1.Cl.Cl.[CH3:40][S:41]([CH2:44][CH2:45]N1CCNCC1)(=[O:43])=[O:42], predict the reaction product. (9) The product is: [C:14]([C:11]1[N:12]=[CH:13][C:8]2[CH:7]=[C:6]([CH2:16][C:17]3[CH:18]=[C:19]([CH:20]=[CH:21][CH:22]=3)[C:23]([OH:27])=[O:24])[N:5]([CH2:4][CH2:3][C:2]([CH3:26])([CH3:25])[CH3:1])[C:9]=2[N:10]=1)#[N:15]. Given the reactants [CH3:1][C:2]([CH3:26])([CH3:25])[CH2:3][CH2:4][N:5]1[C:9]2[N:10]=[C:11]([C:14]#[N:15])[N:12]=[CH:13][C:8]=2[CH:7]=[C:6]1[CH2:16][C:17]1[CH:22]=[CH:21][CH:20]=[C:19]([CH:23]=[O:24])[CH:18]=1.[O-:27]Cl=O.[Na+].NS(O)(=O)=O, predict the reaction product. (10) The product is: [ClH:3].[Cl:3][C:4]1[CH:26]=[C:25]([F:27])[CH:24]=[CH:23][C:5]=1[C:6]([NH:8][C:9]1[CH:14]=[CH:13][CH:12]=[C:11]([N:15]([C:31]([CH:28]2[CH2:30][CH2:29]2)=[O:32])[CH:16]2[CH2:17][CH2:18][N:19]([CH3:22])[CH2:20][CH2:21]2)[CH:10]=1)=[O:7]. Given the reactants Cl.Cl.[Cl:3][C:4]1[CH:26]=[C:25]([F:27])[CH:24]=[CH:23][C:5]=1[C:6]([NH:8][C:9]1[CH:14]=[CH:13][CH:12]=[C:11]([NH:15][CH:16]2[CH2:21][CH2:20][N:19]([CH3:22])[CH2:18][CH2:17]2)[CH:10]=1)=[O:7].[CH:28]1([C:31](Cl)=[O:32])[CH2:30][CH2:29]1, predict the reaction product.